This data is from Peptide-MHC class I binding affinity with 185,985 pairs from IEDB/IMGT. The task is: Regression. Given a peptide amino acid sequence and an MHC pseudo amino acid sequence, predict their binding affinity value. This is MHC class I binding data. (1) The peptide sequence is QVIEYLKPY. The MHC is HLA-A02:06 with pseudo-sequence HLA-A02:06. The binding affinity (normalized) is 0.529. (2) The peptide sequence is TIKRRIRQL. The MHC is HLA-B40:01 with pseudo-sequence HLA-B40:01. The binding affinity (normalized) is 0.0847.